Dataset: TCR-epitope binding with 47,182 pairs between 192 epitopes and 23,139 TCRs. Task: Binary Classification. Given a T-cell receptor sequence (or CDR3 region) and an epitope sequence, predict whether binding occurs between them. (1) The epitope is ALSKGVHFV. The TCR CDR3 sequence is CASSYDVGTAYNEQFF. Result: 1 (the TCR binds to the epitope). (2) The epitope is RQLLFVVEV. The TCR CDR3 sequence is CASSPSGLPGEQFF. Result: 1 (the TCR binds to the epitope). (3) The epitope is YLQPRTFLL. The TCR CDR3 sequence is CAWSDHNSKELFF. Result: 1 (the TCR binds to the epitope). (4) The epitope is SLVKPSFYV. The TCR CDR3 sequence is CASSENSPAYNEQFF. Result: 1 (the TCR binds to the epitope).